From a dataset of M1 muscarinic receptor antagonist screen with 61,756 compounds. Binary Classification. Given a drug SMILES string, predict its activity (active/inactive) in a high-throughput screening assay against a specified biological target. (1) The compound is O1C(CN(CC1C)Cc1n(c2c(n1)n(c(=O)n(c2=O)C)C)CC(O)CO)C. The result is 0 (inactive). (2) The molecule is S(=O)(=O)(Nc1ccc(C(=O)N2CCc3c(C2)cccc3)cc1)c1c(onc1C)C. The result is 0 (inactive). (3) The compound is O1N2C3(CC1CC2c1ccccc1)CCCC3. The result is 0 (inactive). (4) The result is 0 (inactive). The compound is OC12C(C(NCC2)c2ccccc2)CCCC1.